Dataset: Forward reaction prediction with 1.9M reactions from USPTO patents (1976-2016). Task: Predict the product of the given reaction. (1) The product is: [Cl:12][C:6]1[N:5]=[CH:4][N:3]=[C:2]2[N:14]([CH3:13])[N:15]=[C:9]([CH3:10])[CH2:8][C:7]=12. Given the reactants Cl[C:2]1[C:7]([CH2:8][C:9](=O)[CH3:10])=[C:6]([Cl:12])[N:5]=[CH:4][N:3]=1.[CH3:13][NH:14][NH2:15].C([O-])(=O)C.[Na+], predict the reaction product. (2) Given the reactants [NH2:1][CH2:2][CH2:3][NH:4][C:5](=[O:11])OC(C)(C)C.C(N(CC)CC)C.[Cl:19][C:20]1[CH:25]=[CH:24][CH:23]=[CH:22][C:21]=1[N:26]=C=O, predict the reaction product. The product is: [ClH:19].[NH2:1][CH2:2][CH2:3][NH:4][C:5]([NH:26][C:21]1[CH:22]=[CH:23][CH:24]=[CH:25][C:20]=1[Cl:19])=[O:11]. (3) Given the reactants [F:1][C:2]1[CH:3]=[CH:4][C:5]([O:13][CH3:14])=[C:6]([CH2:8][CH2:9][CH2:10][CH:11]=[O:12])[CH:7]=1.[CH:15]([Mg]Br)=[CH:16][CH2:17][CH3:18].[Cl-].[NH4+], predict the reaction product. The product is: [F:1][C:2]1[CH:3]=[CH:4][C:5]([O:13][CH3:14])=[C:6]([CH2:8][CH2:9][CH2:10][CH:11]([OH:12])[CH2:18][CH2:17][CH:16]=[CH2:15])[CH:7]=1. (4) Given the reactants [F:1][C:2]1[CH:3]=[C:4]([CH:8]=[CH:9][C:10]=1[O:11][C:12]1[CH:17]=[CH:16][C:15]([CH:18]=O)=[CH:14][CH:13]=1)[C:5]([NH2:7])=[O:6].CC(O)=O.[CH3:24][C:25]1[CH:26]=[C:27]([CH:32]2[CH2:36][CH2:35][CH2:34][NH:33]2)[CH:28]=[C:29]([CH3:31])[CH:30]=1.C(O[BH-](OC(=O)C)OC(=O)C)(=O)C.[Na+], predict the reaction product. The product is: [CH3:31][C:29]1[CH:28]=[C:27]([CH:32]2[CH2:36][CH2:35][CH2:34][N:33]2[CH2:18][C:15]2[CH:14]=[CH:13][C:12]([O:11][C:10]3[CH:9]=[CH:8][C:4]([C:5]([NH2:7])=[O:6])=[CH:3][C:2]=3[F:1])=[CH:17][CH:16]=2)[CH:26]=[C:25]([CH3:24])[CH:30]=1. (5) Given the reactants [NH2:1][C:2]1[C:11]([CH3:12])=[CH:10][C:9](Br)=[CH:8][C:3]=1[C:4]([NH:6][CH3:7])=[O:5].CC1C2C(=CC=CC=2)C=CC=1.[C-]#N.[Na+].[CH2:28]([N:32]1C=CN=C1)CCC, predict the reaction product. The product is: [NH2:1][C:2]1[C:11]([CH3:12])=[CH:10][C:9]([C:28]#[N:32])=[CH:8][C:3]=1[C:4]([NH:6][CH3:7])=[O:5]. (6) Given the reactants [CH:1]([N:4]1[CH2:9][CH2:8][CH:7]([O:10][C:11]2[CH:16]=[CH:15][C:14]([C:17]3([CH2:23][NH2:24])[CH2:22][CH2:21][O:20][CH2:19][CH2:18]3)=[CH:13][CH:12]=2)[CH2:6][CH2:5]1)([CH3:3])[CH3:2].C(N(CC)CC)C.[C:32]([O:36][C:37](O[C:37]([O:36][C:32]([CH3:35])([CH3:34])[CH3:33])=[O:38])=[O:38])([CH3:35])([CH3:34])[CH3:33], predict the reaction product. The product is: [NH3:4].[CH:1]([N:4]1[CH2:9][CH2:8][CH:7]([O:10][C:11]2[CH:16]=[CH:15][C:14]([C:17]3([CH2:23][NH:24][C:37](=[O:38])[O:36][C:32]([CH3:35])([CH3:34])[CH3:33])[CH2:18][CH2:19][O:20][CH2:21][CH2:22]3)=[CH:13][CH:12]=2)[CH2:6][CH2:5]1)([CH3:3])[CH3:2].